From a dataset of HIV replication inhibition screening data with 41,000+ compounds from the AIDS Antiviral Screen. Binary Classification. Given a drug SMILES string, predict its activity (active/inactive) in a high-throughput screening assay against a specified biological target. The molecule is COC(=O)C=C(C(=O)OC)C1C(=O)Oc2c(C)c(=O)c3ccccc3n21. The result is 0 (inactive).